From a dataset of Forward reaction prediction with 1.9M reactions from USPTO patents (1976-2016). Predict the product of the given reaction. (1) The product is: [Cl:1][C:2]1[CH:3]=[CH:4][C:5]([O:42][CH3:43])=[C:6]([C@@:8]2([F:41])[C:16]3[C:11](=[CH:12][C:13]([C:17]([F:20])([F:19])[F:18])=[CH:14][CH:15]=3)[N:10]([CH2:21][O:22][C:23](=[O:39])[CH2:24][CH2:25][O:26][P:27]([OH:34])([OH:29])=[O:28])[C:9]2=[O:40])[CH:7]=1. Given the reactants [Cl:1][C:2]1[CH:3]=[CH:4][C:5]([O:42][CH3:43])=[C:6]([C@@:8]2([F:41])[C:16]3[C:11](=[CH:12][C:13]([C:17]([F:20])([F:19])[F:18])=[CH:14][CH:15]=3)[N:10]([CH2:21][O:22][C:23](=[O:39])[CH2:24][CH2:25][O:26][P:27]([O:34]C(C)(C)C)([O:29]C(C)(C)C)=[O:28])[C:9]2=[O:40])[CH:7]=1.FC(F)(F)C(O)=O, predict the reaction product. (2) Given the reactants [Cl:1][C:2]1[C:3](Cl)=[N:4][CH:5]=[C:6]([CH:10]=1)[C:7]([OH:9])=[O:8].[NH:12]1[CH2:17][CH2:16][CH:15]([C:18]([O:20][CH3:21])=[O:19])[CH2:14][CH2:13]1.CCN(C(C)C)C(C)C, predict the reaction product. The product is: [Cl:1][C:2]1[C:3]([N:12]2[CH2:17][CH2:16][CH:15]([C:18]([O:20][CH3:21])=[O:19])[CH2:14][CH2:13]2)=[N:4][CH:5]=[C:6]([CH:10]=1)[C:7]([OH:9])=[O:8]. (3) Given the reactants C1(C(C2C=CC=CC=2)(C2C=CC=CC=2)[N:8]2[CH:12]=[C:11]([C@@H:13]3[CH2:15][C@H:14]3[CH2:16][NH2:17])[N:10]=[CH:9]2)C=CC=CC=1.[ClH:30], predict the reaction product. The product is: [ClH:30].[ClH:30].[NH2:17][CH2:16][C@@H:14]1[CH2:15][C@H:13]1[C:11]1[N:10]=[CH:9][NH:8][CH:12]=1. (4) Given the reactants N[C:2]1[CH:7]=[C:6]([C:8]([F:11])([F:10])[F:9])[CH:5]=[CH:4][C:3]=1[S:12]([NH:15][C:16]1[CH:17]=[CH:18][C:19]([O:26][CH3:27])=[C:20]2[C:25]=1[N:24]=[CH:23][CH:22]=[CH:21]2)(=[O:14])=[O:13].N(OC(C)(C)C)=O.CC(O)=O, predict the reaction product. The product is: [CH3:27][O:26][C:19]1[CH:18]=[C:17]2[C:16](=[C:25]3[C:20]=1[CH:21]=[CH:22][CH:23]=[N:24]3)[NH:15][S:12](=[O:14])(=[O:13])[C:3]1[C:4]2=[CH:5][C:6]([C:8]([F:9])([F:11])[F:10])=[CH:7][CH:2]=1.